Predict the reactants needed to synthesize the given product. From a dataset of Full USPTO retrosynthesis dataset with 1.9M reactions from patents (1976-2016). (1) Given the product [C:1]([S:9][C:11]([C:13]1[CH:18]=[CH:17][CH:16]=[CH:15][CH:14]=1)([CH3:12])[CH3:10])(=[S:8])[C:2]1[CH:7]=[CH:6][CH:5]=[CH:4][CH:3]=1, predict the reactants needed to synthesize it. The reactants are: [C:1]([SH:9])(=[S:8])[C:2]1[CH:7]=[CH:6][CH:5]=[CH:4][CH:3]=1.[CH3:10][C:11]([C:13]1[CH:18]=[CH:17][CH:16]=[CH:15][CH:14]=1)=[CH2:12]. (2) Given the product [O:28]1[C:27]2[CH:31]=[CH:32][C:24]([CH2:23][NH:7][CH2:8][CH2:9][CH2:10][N:11]([C:13]3[S:17][N:16]=[C:15]([N:18]4[CH:22]=[CH:21][N:20]=[CH:19]4)[N:14]=3)[CH3:12])=[CH:25][C:26]=2[O:30][CH2:29]1, predict the reactants needed to synthesize it. The reactants are: C(OC(=O)[N:7]([CH2:23][C:24]1[CH:32]=[CH:31][C:27]2[O:28][CH2:29][O:30][C:26]=2[CH:25]=1)[CH2:8][CH2:9][CH2:10][N:11]([C:13]1[S:17][N:16]=[C:15]([N:18]2[CH:22]=[CH:21][N:20]=[CH:19]2)[N:14]=1)[CH3:12])(C)(C)C. (3) Given the product [Cl:1][C:2]1[CH:10]=[CH:9][C:5]([C:6]([NH:34][CH2:33][C:29]2[CH:28]=[C:27]([CH:32]=[CH:31][CH:30]=2)[O:26][C:23]2[CH:24]=[CH:25][C:20]([O:19][C:16]([CH3:18])([CH3:17])[C:15]([OH:37])=[O:14])=[C:21]([CH3:35])[CH:22]=2)=[O:8])=[C:4]([CH3:11])[CH:3]=1, predict the reactants needed to synthesize it. The reactants are: [Cl:1][C:2]1[CH:10]=[CH:9][C:5]([C:6]([OH:8])=O)=[C:4]([CH3:11])[CH:3]=1.C([O:14][C:15](=[O:37])[C:16]([O:19][C:20]1[CH:25]=[CH:24][C:23]([O:26][C:27]2[CH:32]=[CH:31][CH:30]=[C:29]([CH2:33][NH2:34])[CH:28]=2)=[CH:22][C:21]=1[CH2:35]C)([CH3:18])[CH3:17])C. (4) Given the product [Cl:19][C:16]1[CH:17]=[CH:18][C:9]([O:8][CH2:7][C:6]([OH:40])=[O:5])=[C:10]2[C:15]=1[N:14]=[C:13]([O:20][CH:21]([F:22])[F:23])[C:12]([CH2:24][C:25]1[CH:26]=[CH:27][C:28]([C:31]3[CH:35]=[CH:34][N:33]([CH:36]([CH3:38])[CH3:37])[N:32]=3)=[CH:29][CH:30]=1)=[C:11]2[CH3:39], predict the reactants needed to synthesize it. The reactants are: C([O:5][C:6](=[O:40])[CH2:7][O:8][C:9]1[CH:18]=[CH:17][C:16]([Cl:19])=[C:15]2[C:10]=1[C:11]([CH3:39])=[C:12]([CH2:24][C:25]1[CH:30]=[CH:29][C:28]([C:31]3[CH:35]=[CH:34][N:33]([CH:36]([CH3:38])[CH3:37])[N:32]=3)=[CH:27][CH:26]=1)[C:13]([O:20][CH:21]([F:23])[F:22])=[N:14]2)(C)(C)C.[OH-].[Na+].Cl. (5) Given the product [CH:19]1([C:22]([N:1]2[CH2:6][CH2:5][CH:4]([C:7]([O:9][CH2:10][CH3:11])=[O:8])[CH2:3][CH2:2]2)=[O:23])[CH2:21][CH2:20]1, predict the reactants needed to synthesize it. The reactants are: [NH:1]1[CH2:6][CH2:5][CH:4]([C:7]([O:9][CH2:10][CH3:11])=[O:8])[CH2:3][CH2:2]1.C(N(CC)CC)C.[CH:19]1([C:22](Cl)=[O:23])[CH2:21][CH2:20]1.O. (6) The reactants are: [C:1]([C:3]1[C:7]([C:8]2[CH:13]=[CH:12][CH:11]=[CH:10][CH:9]=2)=[CH:6][NH:5][CH:4]=1)#[N:2].[CH2:14]([O:16][C:17](=[O:33])[C:18]1[C:23]([O:24][CH2:25][C:26]2[CH:31]=[CH:30][CH:29]=[CH:28][CH:27]=2)=[CH:22][N:21]=[C:20](Br)[CH:19]=1)[CH3:15].C(=O)([O-])[O-].[Cs+].[Cs+].CN(C)CC(O)=O. Given the product [CH2:14]([O:16][C:17](=[O:33])[C:18]1[C:23]([O:24][CH2:25][C:26]2[CH:27]=[CH:28][CH:29]=[CH:30][CH:31]=2)=[CH:22][N:21]=[C:20]([N:5]2[CH:6]=[C:7]([C:8]3[CH:9]=[CH:10][CH:11]=[CH:12][CH:13]=3)[C:3]([C:1]#[N:2])=[CH:4]2)[CH:19]=1)[CH3:15], predict the reactants needed to synthesize it. (7) Given the product [NH2:37][C:8](=[O:9])[CH:7]([NH:6][C:4](=[O:5])[C:3]1[C:30]([Cl:34])=[CH:31][CH:32]=[CH:33][C:2]=1[Cl:1])[CH2:11][C:12]1[CH:13]=[C:14]2[C:19](=[CH:20][CH:21]=1)[N:18]=[C:17]([C:22]1[C:23]([Cl:29])=[CH:24][CH:25]=[CH:26][C:27]=1[Cl:28])[CH:16]=[CH:15]2, predict the reactants needed to synthesize it. The reactants are: [Cl:1][C:2]1[CH:33]=[CH:32][CH:31]=[C:30]([Cl:34])[C:3]=1[C:4]([NH:6][CH:7]([CH2:11][C:12]1[CH:13]=[C:14]2[C:19](=[CH:20][CH:21]=1)[N:18]=[C:17]([C:22]1[C:27]([Cl:28])=[CH:26][CH:25]=[CH:24][C:23]=1[Cl:29])[CH:16]=[CH:15]2)[C:8](O)=[O:9])=[O:5].CC[N:37](CC)CC.ClC(OCC)=O.N.